Task: Predict which catalyst facilitates the given reaction.. Dataset: Catalyst prediction with 721,799 reactions and 888 catalyst types from USPTO (1) Reactant: [C:1](Cl)(=[O:3])[CH3:2].[NH2:5][C:6]1[CH:11]=[CH:10][C:9]([N:12]2[N:21]=[C:20]([Br:22])[C:19]3[C:14](=[CH:15][CH:16]=[CH:17][CH:18]=3)[C:13]2=[O:23])=[CH:8][CH:7]=1. Product: [Br:22][C:20]1[C:19]2[C:14](=[CH:15][CH:16]=[CH:17][CH:18]=2)[C:13](=[O:23])[N:12]([C:9]2[CH:10]=[CH:11][C:6]([NH:5][C:1](=[O:3])[CH3:2])=[CH:7][CH:8]=2)[N:21]=1. The catalyst class is: 17. (2) Product: [Cl:8][C:7]1[N:6]=[C:5]2[O:9][C:10]([C:16]3[CH:21]=[CH:20][C:19]([F:22])=[CH:18][CH:17]=3)=[C:11]([C:12](=[O:13])[NH:14][CH3:15])[C:4]2=[CH:3][C:2]=1[C:26]1[CH:27]=[N:28][CH:29]=[C:30]([CH:34]=1)[C:31]([OH:33])=[O:32]. Reactant: Br[C:2]1[CH:3]=[C:4]2[C:11]([C:12]([NH:14][CH3:15])=[O:13])=[C:10]([C:16]3[CH:21]=[CH:20][C:19]([F:22])=[CH:18][CH:17]=3)[O:9][C:5]2=[N:6][C:7]=1[Cl:8].B([C:26]1[CH:27]=[N:28][CH:29]=[C:30]([CH:34]=1)[C:31]([OH:33])=[O:32])(O)O.C(=O)([O-])[O-].[Cs+].[Cs+]. The catalyst class is: 73.